Predict the product of the given reaction. From a dataset of Forward reaction prediction with 1.9M reactions from USPTO patents (1976-2016). (1) Given the reactants Cl[C:2]1[CH:3]=[C:4]([CH:41]=[CH:42][C:43]=1F)[C:5]1[C:10]([C:11]2[CH:20]=[CH:19][C:18]3[C:13](=[CH:14][CH:15]=[C:16]([C:21]4[N:25]([CH:26]5[CH2:31][CH2:30][CH2:29][CH2:28][CH2:27]5)[C:24]5[CH:32]=[CH:33][C:34]([C:36]([OH:38])=[O:37])=[CH:35][C:23]=5[N:22]=4)[CH:17]=3)[N:12]=2)=[CH:9][C:8]([O:39][CH3:40])=[CH:7][CH:6]=1.[CH3:45]OC(C1C=CC2N(C3CCCCC3)C(C3C=C4C(=CC=3)N=C(C3C=C(OC)C=CC=3Br)C=C4)=NC=2C=1)=O.B(O)(O)C1C=CC(C)=CC=1, predict the reaction product. The product is: [CH:26]1([N:25]2[C:24]3[CH:32]=[CH:33][C:34]([C:36]([OH:38])=[O:37])=[CH:35][C:23]=3[N:22]=[C:21]2[C:16]2[CH:17]=[C:18]3[C:13](=[CH:14][CH:15]=2)[N:12]=[C:11]([C:10]2[C:5]([C:4]4[CH:3]=[CH:2][C:43]([CH3:45])=[CH:42][CH:41]=4)=[CH:6][CH:7]=[C:8]([O:39][CH3:40])[CH:9]=2)[CH:20]=[CH:19]3)[CH2:31][CH2:30][CH2:29][CH2:28][CH2:27]1. (2) Given the reactants Cl.[NH:2]1[C:10]2[C:5](=[CH:6][CH:7]=[CH:8][CH:9]=2)[C:4]([CH2:11][C:12]([OH:14])=O)=[CH:3]1.[CH2:15]([C@H:22]1[CH2:26][NH:25][C@H:24]([C:27]([NH:29][C:30]2[CH:35]=[CH:34][C:33]([O:36][C:37]3[CH:42]=[CH:41][C:40]([F:43])=[CH:39][CH:38]=3)=[CH:32][CH:31]=2)=[O:28])[CH2:23]1)[C:16]1[CH:21]=[CH:20][CH:19]=[CH:18][CH:17]=1, predict the reaction product. The product is: [NH:2]1[C:10]2[C:5](=[CH:6][CH:7]=[CH:8][CH:9]=2)[C:4]([CH2:11][C:12]([N:25]2[CH2:26][C@H:22]([CH2:15][C:16]3[CH:21]=[CH:20][CH:19]=[CH:18][CH:17]=3)[CH2:23][C@H:24]2[C:27]([NH:29][C:30]2[CH:35]=[CH:34][C:33]([O:36][C:37]3[CH:42]=[CH:41][C:40]([F:43])=[CH:39][CH:38]=3)=[CH:32][CH:31]=2)=[O:28])=[O:14])=[CH:3]1. (3) Given the reactants [Cl:1][C:2]1[CH:10]=[CH:9][C:8]2[N:7]([CH2:11][CH:12]([C:14]3[CH:19]=[CH:18][C:17]([O:20][CH3:21])=[C:16]([O:22][CH3:23])[CH:15]=3)O)[C:6]3[CH2:24][CH2:25][N:26]([CH3:29])[CH2:27][CH2:28][C:5]=3[C:4]=2[CH:3]=1.C(N(CC)CC)C.CS(Cl)(=O)=O.[OH-].[K+], predict the reaction product. The product is: [Cl:1][C:2]1[CH:10]=[CH:9][C:8]2[N:7](/[CH:11]=[CH:12]/[C:14]3[CH:19]=[CH:18][C:17]([O:20][CH3:21])=[C:16]([O:22][CH3:23])[CH:15]=3)[C:6]3[CH2:24][CH2:25][N:26]([CH3:29])[CH2:27][CH2:28][C:5]=3[C:4]=2[CH:3]=1. (4) Given the reactants [NH2:1][C:2]1[CH:3]=[C:4]([OH:8])[CH:5]=[CH:6][CH:7]=1.CC(C)([O-])C.[K+].I[C:16]1[CH:17]=[CH:18][C:19]2[N:20]([CH:22]=[C:23]([NH:25][C:26](=[O:29])[CH2:27][CH3:28])[N:24]=2)[N:21]=1.C(=O)([O-])[O-].[K+].[K+], predict the reaction product. The product is: [NH2:1][C:2]1[CH:3]=[C:4]([CH:5]=[CH:6][CH:7]=1)[O:8][C:16]1[CH:17]=[CH:18][C:19]2[N:20]([CH:22]=[C:23]([NH:25][C:26](=[O:29])[CH2:27][CH3:28])[N:24]=2)[N:21]=1. (5) Given the reactants [Br:1]NC(=O)C.[F:6][C:7]1[CH:12]=[CH:11][C:10]([C:13]2[C:14]3[CH:21]=[CH:20][C:19]([O:22][CH3:23])=[CH:18][C:15]=3[S:16][CH:17]=2)=[CH:9][CH:8]=1, predict the reaction product. The product is: [Br:1][C:17]1[S:16][C:15]2[CH:18]=[C:19]([O:22][CH3:23])[CH:20]=[CH:21][C:14]=2[C:13]=1[C:10]1[CH:11]=[CH:12][C:7]([F:6])=[CH:8][CH:9]=1. (6) Given the reactants [NH2:1][CH2:2][CH:3]1[CH2:12][CH2:11][CH2:10][C:9]2[CH:8]=[C:7]([NH:13][S:14]([C:17]3[CH:22]=[CH:21][CH:20]=[C:19]([F:23])[CH:18]=3)(=[O:16])=[O:15])[CH:6]=[CH:5][C:4]1=2.Cl.[O-:25][C:26]#[N:27].[K+], predict the reaction product. The product is: [F:23][C:19]1[CH:18]=[C:17]([S:14]([NH:13][C:7]2[CH:6]=[CH:5][C:4]3[CH:3]([CH2:2][NH:1][C:26]([NH2:27])=[O:25])[CH2:12][CH2:11][CH2:10][C:9]=3[CH:8]=2)(=[O:16])=[O:15])[CH:22]=[CH:21][CH:20]=1. (7) Given the reactants [OH:1][C:2]1[CH:7]=[C:6]([CH3:8])[O:5][C:4](=O)[C:3]=1[C:10](=[O:25])[CH:11]=[CH:12][C:13]1[CH:18]=[CH:17][C:16]([O:19][C:20]([F:23])([F:22])[F:21])=[C:15]([Cl:24])[CH:14]=1.[H-].[Na+].S(OC)(O[CH3:32])(=O)=O, predict the reaction product. The product is: [CH3:32][O:1][C:2]1[CH:7]=[C:6]([CH3:8])[O:5][CH2:4][C:3]=1[C:10](=[O:25])[CH:11]=[CH:12][C:13]1[CH:18]=[CH:17][C:16]([O:19][C:20]([F:23])([F:22])[F:21])=[C:15]([Cl:24])[CH:14]=1.